From a dataset of Peptide-MHC class II binding affinity with 134,281 pairs from IEDB. Regression. Given a peptide amino acid sequence and an MHC pseudo amino acid sequence, predict their binding affinity value. This is MHC class II binding data. (1) The peptide sequence is VHAVKPVTEEPGMAK. The MHC is DRB4_0101 with pseudo-sequence DRB4_0103. The binding affinity (normalized) is 0.391. (2) The peptide sequence is MWALGENMAPEKVDF. The MHC is DRB1_0802 with pseudo-sequence DRB1_0802. The binding affinity (normalized) is 0.162. (3) The peptide sequence is AGFFLLTRILTIPQS. The MHC is DRB4_0101 with pseudo-sequence DRB4_0103. The binding affinity (normalized) is 0.395. (4) The peptide sequence is CRSCTLPPLRYMGED. The MHC is DRB1_1101 with pseudo-sequence DRB1_1101. The binding affinity (normalized) is 0.401. (5) The peptide sequence is CNANPGLMKDVAKVF. The binding affinity (normalized) is 0.0458. The MHC is HLA-DQA10501-DQB10201 with pseudo-sequence HLA-DQA10501-DQB10201. (6) The peptide sequence is DTLRSYYADWYQQKPG. The MHC is HLA-DPA10103-DPB10401 with pseudo-sequence HLA-DPA10103-DPB10401. The binding affinity (normalized) is 0.398. (7) The peptide sequence is TVLAFPAGVCPTIGV. The MHC is HLA-DQA10301-DQB10302 with pseudo-sequence HLA-DQA10301-DQB10302. The binding affinity (normalized) is 0.357. (8) The peptide sequence is FETNVSHNVQGATVA. The MHC is HLA-DQA10101-DQB10501 with pseudo-sequence HLA-DQA10101-DQB10501. The binding affinity (normalized) is 0.